From a dataset of Peptide-MHC class II binding affinity with 134,281 pairs from IEDB. Regression. Given a peptide amino acid sequence and an MHC pseudo amino acid sequence, predict their binding affinity value. This is MHC class II binding data. (1) The peptide sequence is VCGMFTNRSGSQQWR. The MHC is HLA-DPA10201-DPB10501 with pseudo-sequence HLA-DPA10201-DPB10501. The binding affinity (normalized) is 0. (2) The peptide sequence is FLTGPLNFTGPCKGD. The MHC is HLA-DQA10401-DQB10402 with pseudo-sequence HLA-DQA10401-DQB10402. The binding affinity (normalized) is 0.0242.